This data is from Full USPTO retrosynthesis dataset with 1.9M reactions from patents (1976-2016). The task is: Predict the reactants needed to synthesize the given product. (1) Given the product [CH3:19][O:20][C:21]1[CH:26]=[CH:25][CH:24]=[CH:23][C:22]=1[C:27]1[CH:28]=[C:29]([NH:32][CH:8]=[C:9]2[C:17]3[C:12](=[CH:13][CH:14]=[CH:15][CH:16]=3)[NH:11][C:10]2=[O:18])[NH:30][N:31]=1, predict the reactants needed to synthesize it. The reactants are: NC1C=CNN=1.O/[CH:8]=[C:9]1\[C:10](=[O:18])[NH:11][C:12]2[C:17]\1=[CH:16][CH:15]=[CH:14][CH:13]=2.[CH3:19][O:20][C:21]1[CH:26]=[CH:25][CH:24]=[CH:23][C:22]=1[C:27]1[CH:28]=[C:29]([NH2:32])[NH:30][N:31]=1. (2) Given the product [Br:1][C:2]1[CH:3]=[C:4]2[C:9](=[CH:10][CH:11]=1)[N:8]=[CH:7][C:6]([C:12]1[CH:13]=[N:14][N:15]([CH3:17])[CH:16]=1)=[C:5]2[F:19], predict the reactants needed to synthesize it. The reactants are: [Br:1][C:2]1[CH:3]=[C:4]2[C:9](=[CH:10][CH:11]=1)[N:8]=[CH:7][C:6]([C:12]1[CH:13]=[N:14][N:15]([CH3:17])[CH:16]=1)=[C:5]2Cl.[F-:19].[Cs+].CS(C)=O. (3) Given the product [I:25][C:22]1[N:17]([CH2:16][CH2:15][O:14][CH3:13])[C:18](=[S:24])[NH:19][C:20](=[O:23])[CH:21]=1, predict the reactants needed to synthesize it. The reactants are: C(NC(C)C)(C)C.C([Li])CCC.[CH3:13][O:14][CH2:15][CH2:16][N:17]1[CH:22]=[CH:21][C:20](=[O:23])[NH:19][C:18]1=[S:24].[I:25]I. (4) Given the product [CH3:14][CH:15]([CH3:33])[CH2:16][CH2:17][NH:18][C:19]([C:21]1[N:22]=[N:23][C:24]([N:27]2[CH2:32][CH2:31][N:30]([C:7](=[O:9])[C:6]3[CH:10]=[CH:11][CH:12]=[CH:13][C:5]=3[S:2]([CH3:1])(=[O:3])=[O:4])[CH2:29][CH2:28]2)=[CH:25][CH:26]=1)=[O:20], predict the reactants needed to synthesize it. The reactants are: [CH3:1][S:2]([C:5]1[CH:13]=[CH:12][CH:11]=[CH:10][C:6]=1[C:7]([OH:9])=O)(=[O:4])=[O:3].[CH3:14][CH:15]([CH3:33])[CH2:16][CH2:17][NH:18][C:19]([C:21]1[N:22]=[N:23][C:24]([N:27]2[CH2:32][CH2:31][NH:30][CH2:29][CH2:28]2)=[CH:25][CH:26]=1)=[O:20].